Dataset: Forward reaction prediction with 1.9M reactions from USPTO patents (1976-2016). Task: Predict the product of the given reaction. (1) Given the reactants [CH2:1]([C:9]1[CH:15]=[CH:14][C:12]([NH2:13])=[CH:11][CH:10]=1)[CH2:2][CH2:3][CH2:4][CH2:5][CH2:6][CH2:7][CH3:8].C(OC([NH:23][C@@H:24]([C:28](O)=[O:29])[C@@H:25]([CH3:27])[OH:26])=O)(C)(C)C, predict the reaction product. The product is: [NH2:23][C@H:24]([C@H:25]([OH:26])[CH3:27])[C:28]([NH:13][C:12]1[CH:11]=[CH:10][C:9]([CH2:1][CH2:2][CH2:3][CH2:4][CH2:5][CH2:6][CH2:7][CH3:8])=[CH:15][CH:14]=1)=[O:29]. (2) The product is: [Cl:18][C:14]1[CH:13]=[C:12]([C:10]2[O:9][N:8]=[C:7]([CH2:6][NH:22][CH:19]3[CH2:21][CH2:20]3)[CH:11]=2)[CH:17]=[CH:16][CH:15]=1. Given the reactants CS(O[CH2:6][C:7]1[CH:11]=[C:10]([C:12]2[CH:17]=[CH:16][CH:15]=[C:14]([Cl:18])[CH:13]=2)[O:9][N:8]=1)(=O)=O.[CH:19]1([NH2:22])[CH2:21][CH2:20]1, predict the reaction product. (3) Given the reactants [Cl:1][C:2]1[CH:10]=[C:9]2[C:5]([C:6](C=C([N+]([O-])=O)C)=[CH:7][NH:8]2)=[CH:4][C:3]=1[F:17].[H-].[Al+3].[Li+].[H-].[H-].[H-], predict the reaction product. The product is: [Cl:1][C:2]1[CH:10]=[C:9]2[C:5]([C:6]([NH:8][CH:9]([CH3:10])[CH3:5])=[CH:7][NH:8]2)=[CH:4][C:3]=1[F:17].